This data is from Full USPTO retrosynthesis dataset with 1.9M reactions from patents (1976-2016). The task is: Predict the reactants needed to synthesize the given product. (1) Given the product [CH2:1]([O:8][CH2:9][CH2:10][C@H:11]1[CH2:16][CH2:15][C@H:14]([C@H:17]2[CH2:21][CH2:20][CH2:19][N:18]2[C:22]2[C:31]([CH2:32][N:42]([C:43]3[N:44]=[N:45][N:46]([CH3:48])[N:47]=3)[CH2:41][C:40]3[CH:39]=[C:38]([C:37]([F:36])([F:56])[F:57])[CH:51]=[C:50]([C:52]([F:53])([F:54])[F:55])[CH:49]=3)=[CH:30][C:29]3[C:24](=[CH:25][C:26]([F:35])=[C:27]([F:34])[CH:28]=3)[N:23]=2)[CH2:13][CH2:12]1)[C:2]1[CH:7]=[CH:6][CH:5]=[CH:4][CH:3]=1, predict the reactants needed to synthesize it. The reactants are: [CH2:1]([O:8][CH2:9][CH2:10][CH:11]1[CH2:16][CH2:15][CH:14]([C@H:17]2[CH2:21][CH2:20][CH2:19][N:18]2[C:22]2[C:31]([CH2:32]Cl)=[CH:30][C:29]3[C:24](=[CH:25][C:26]([F:35])=[C:27]([F:34])[CH:28]=3)[N:23]=2)[CH2:13][CH2:12]1)[C:2]1[CH:7]=[CH:6][CH:5]=[CH:4][CH:3]=1.[F:36][C:37]([F:57])([F:56])[C:38]1[CH:39]=[C:40]([CH:49]=[C:50]([C:52]([F:55])([F:54])[F:53])[CH:51]=1)[CH2:41][NH:42][C:43]1[N:44]=[N:45][N:46]([CH3:48])[N:47]=1.CC(C)([O-])C.[K+].[NH4+].[Cl-]. (2) The reactants are: [CH3:1][NH:2][C:3]1[N:8]=[C:7]([CH2:9][O:10][CH2:11][C:12]2[CH:24]=[CH:23][C:15]([CH2:16][C@@H:17]([C:19]([O:21]C)=[O:20])[NH2:18])=[CH:14][CH:13]=2)[CH:6]=[CH:5][CH:4]=1.C(N(CC)CC)C.Cl[C:33]1[C:34]([Cl:42])=[C:35]([CH:39]=[CH:40][CH:41]=1)[C:36](Cl)=[O:37].[Li+].[OH-].C(Cl)[Cl:46]. Given the product [Cl:46][C:39]1[CH:40]=[CH:41][CH:33]=[C:34]([Cl:42])[C:35]=1[C:36]([NH:18][C@H:17]([C:19]([OH:21])=[O:20])[CH2:16][C:15]1[CH:23]=[CH:24][C:12]([CH2:11][O:10][CH2:9][C:7]2[CH:6]=[CH:5][CH:4]=[C:3]([NH:2][CH3:1])[N:8]=2)=[CH:13][CH:14]=1)=[O:37], predict the reactants needed to synthesize it. (3) Given the product [C:1]([O:5][C:6]([N:8]1[CH:16]([CH3:24])[C:15]2[C:10](=[N:11][CH:12]=[C:13]([C:17]([OH:19])=[O:18])[CH:14]=2)[C@@H:9]1[CH:20]([CH3:22])[CH3:21])=[O:7])([CH3:4])([CH3:3])[CH3:2], predict the reactants needed to synthesize it. The reactants are: [C:1]([O:5][C:6]([N:8]1[CH2:16][C:15]2[C:10](=[N:11][CH:12]=[C:13]([C:17]([OH:19])=[O:18])[CH:14]=2)[C@@H:9]1[CH:20]([CH3:22])[CH3:21])=[O:7])([CH3:4])([CH3:3])[CH3:2].Cl[C:24]1C=C2C(C)N(C(OC(C)(C)C)=O)[C@@H](C(C)C)C2=NC=1. (4) Given the product [C:39]([O:42][C:43]([N:19]([C:20]1[N:25]=[C:24]([C:26]([F:29])([F:27])[F:28])[CH:23]=[CH:22][N:21]=1)[C:17]1[CH:18]=[C:13]([C:10]2[S:9][C:8]([CH2:7][C@@H:2]([CH3:1])[C:3]([O:5][CH3:6])=[O:4])=[N:12][CH:11]=2)[CH:14]=[C:15]([CH3:30])[CH:16]=1)=[O:44])([CH3:41])([CH3:40])[CH3:38], predict the reactants needed to synthesize it. The reactants are: [CH3:1][C@H:2]([CH2:7][C:8]1[S:9][C:10]([C:13]2[CH:18]=[C:17]([NH:19][C:20]3[N:25]=[C:24]([C:26]([F:29])([F:28])[F:27])[CH:23]=[CH:22][N:21]=3)[CH:16]=[C:15]([CH3:30])[CH:14]=2)=[CH:11][N:12]=1)[C:3]([O:5][CH3:6])=[O:4].C(N(CC)CC)C.[CH3:38][C:39]([O:42][C:43](O[C:43]([O:42][C:39]([CH3:41])([CH3:40])[CH3:38])=[O:44])=[O:44])([CH3:41])[CH3:40]. (5) Given the product [NH2:28][C@H:25]1[CH2:24][CH2:23][C@H:22](/[C:19](/[C:16]2[S:17][CH:18]=[C:14]([C:12]([NH:11][CH2:10][C:3]3[C:4](=[O:9])[NH:5][C:6]([CH3:8])=[CH:7][C:2]=3[CH3:1])=[O:13])[C:15]=2[CH3:36])=[CH:20]\[CH3:21])[CH2:27][CH2:26]1, predict the reactants needed to synthesize it. The reactants are: [CH3:1][C:2]1[CH:7]=[C:6]([CH3:8])[NH:5][C:4](=[O:9])[C:3]=1[CH2:10][NH:11][C:12]([C:14]1[C:15]([CH3:36])=[C:16](/[C:19](/[C@H:22]2[CH2:27][CH2:26][C@H:25]([NH:28]C(=O)OC(C)(C)C)[CH2:24][CH2:23]2)=[CH:20]/[CH3:21])[S:17][CH:18]=1)=[O:13].Cl.O1CCOCC1. (6) Given the product [CH3:13][O:12][C:9]1[CH:10]=[C:11]2[C:6]([C:5]3[O:14][C:15]4[CH:20]=[CH:19][C:18]([Cl:21])=[CH:17][C:16]=4[C:4]=3[N:3]=[C:2]2[Cl:22])=[CH:7][CH:8]=1, predict the reactants needed to synthesize it. The reactants are: O[C:2]1[C:11]2[C:6](=[CH:7][CH:8]=[C:9]([O:12][CH3:13])[CH:10]=2)[C:5]2[O:14][C:15]3[CH:20]=[CH:19][C:18]([Cl:21])=[CH:17][C:16]=3[C:4]=2[N:3]=1.[Cl:22]C1C=C2C(C3OC4C=CC=CC=4C=3N=C2O)=CC=1. (7) Given the product [F:36][C:33]([F:34])([F:35])[C:30]1[NH:31][C:32]2[C:24]([N:18]3[CH2:19][CH2:20][N:21]([CH2:16][CH2:15][CH2:14][CH2:13][O:12][C:8]4[N:9]=[C:10]5[C:5]([CH2:4][CH2:3][C:2](=[O:1])[NH:11]5)=[CH:6][CH:7]=4)[CH2:22][CH2:23]3)=[CH:25][CH:26]=[CH:27][C:28]=2[N:29]=1, predict the reactants needed to synthesize it. The reactants are: [O:1]=[C:2]1[NH:11][C:10]2[N:9]=[C:8]([O:12][CH2:13][CH2:14][CH2:15][CH:16]=O)[CH:7]=[CH:6][C:5]=2[CH2:4][CH2:3]1.[N:18]1([C:24]2[C:32]3[N:31]=[C:30]([C:33]([F:36])([F:35])[F:34])[NH:29][C:28]=3[CH:27]=[CH:26][CH:25]=2)[CH2:23][CH2:22][NH:21][CH2:20][CH2:19]1.[BH-](OC(C)=O)(OC(C)=O)OC(C)=O.[Na+].